This data is from Full USPTO retrosynthesis dataset with 1.9M reactions from patents (1976-2016). The task is: Predict the reactants needed to synthesize the given product. (1) Given the product [CH3:13][CH:14]([CH3:22])[CH2:15][CH2:16][CH2:17][C:18](=[O:19])[CH2:1][P:2](=[O:7])([O:5][CH3:6])[O:3][CH3:4], predict the reactants needed to synthesize it. The reactants are: [CH3:1][P:2](=[O:7])([O:5][CH3:6])[O:3][CH3:4].[Li]CCCC.[CH3:13][CH:14]([CH3:22])[CH2:15][CH2:16][CH2:17][C:18](OC)=[O:19].CC(C)CCCC(O)=O.S(=O)(=O)(O)O. (2) Given the product [CH2:1]([O:3][C:4](=[O:16])[CH2:5][O:6][C:7]1[CH:12]=[CH:11][C:10]([N:13]([CH2:14][CH3:15])[CH2:18][C:19]2[S:23][C:22]([C:24]3[CH:29]=[CH:28][C:27]([C:30]([F:33])([F:32])[F:31])=[CH:26][CH:25]=3)=[N:21][C:20]=2[CH3:34])=[CH:9][CH:8]=1)[CH3:2], predict the reactants needed to synthesize it. The reactants are: [CH2:1]([O:3][C:4](=[O:16])[CH2:5][O:6][C:7]1[CH:12]=[CH:11][C:10]([NH:13][CH2:14][CH3:15])=[CH:9][CH:8]=1)[CH3:2].Cl[CH2:18][C:19]1[S:23][C:22]([C:24]2[CH:29]=[CH:28][C:27]([C:30]([F:33])([F:32])[F:31])=[CH:26][CH:25]=2)=[N:21][C:20]=1[CH3:34].[Na+].[I-].[H-].[Na+]. (3) Given the product [CH2:17]([O:1][C:2]1[C:11]2[C:6](=[CH:7][CH:8]=[CH:9][CH:10]=2)[CH:5]=[C:4]([C:12]([O:14][CH2:15][CH3:16])=[O:13])[CH:3]=1)[C:18]1[CH:23]=[CH:22][CH:21]=[CH:20][CH:19]=1, predict the reactants needed to synthesize it. The reactants are: [OH:1][C:2]1[C:11]2[C:6](=[CH:7][CH:8]=[CH:9][CH:10]=2)[CH:5]=[C:4]([C:12]([O:14][CH2:15][CH3:16])=[O:13])[CH:3]=1.[CH2:17](Br)[C:18]1[CH:23]=[CH:22][CH:21]=[CH:20][CH:19]=1.CCCCCC. (4) Given the product [Cl:1][C:2]1[CH:3]=[C:4]([CH2:12][O:13][C:14]2[C:22]([F:23])=[CH:21][C:17]([C:18]([NH:39][S:36]([N:35]([CH3:40])[CH3:34])(=[O:38])=[O:37])=[O:19])=[C:16]([F:24])[CH:15]=2)[CH:5]=[N:6][C:7]=1[O:8][CH:9]([CH3:11])[CH3:10], predict the reactants needed to synthesize it. The reactants are: [Cl:1][C:2]1[CH:3]=[C:4]([CH2:12][O:13][C:14]2[C:22]([F:23])=[CH:21][C:17]([C:18](O)=[O:19])=[C:16]([F:24])[CH:15]=2)[CH:5]=[N:6][C:7]=1[O:8][CH:9]([CH3:11])[CH3:10].C(N(C(C)C)C(C)C)C.[CH3:34][N:35]([CH3:40])[S:36]([NH2:39])(=[O:38])=[O:37]. (5) Given the product [CH3:18][S:19]([C:22]1[CH:23]=[CH:24][C:25]([NH:28]/[N:29]=[C:8](\[C:2](=[O:1])[CH2:3][C:4]([O:6][CH3:7])=[O:5])/[C:9]([O:11][CH3:12])=[O:10])=[CH:26][CH:27]=1)(=[O:21])=[O:20], predict the reactants needed to synthesize it. The reactants are: [O:1]=[C:2]([CH2:8][C:9]([O:11][CH3:12])=[O:10])[CH2:3][C:4]([O:6][CH3:7])=[O:5].C([O-])(=O)C.[Na+].[CH3:18][S:19]([C:22]1[CH:27]=[CH:26][C:25]([N+:28]#[N:29])=[CH:24][CH:23]=1)(=[O:21])=[O:20]. (6) Given the product [CH3:12][C:11]1([CH3:13])[C:14]([CH3:16])([CH3:15])[O:17][B:9]([C:6]2[O:7][CH:8]=[C:4]([C:1]([O:3][CH3:18])=[O:2])[CH:5]=2)[O:10]1, predict the reactants needed to synthesize it. The reactants are: [C:1]([C:4]1[CH:5]=[C:6]([B:9]2[O:17][C:14]([CH3:16])([CH3:15])[C:11]([CH3:13])([CH3:12])[O:10]2)[O:7][CH:8]=1)([OH:3])=[O:2].[CH3:18][Si](C=[N+]=[N-])(C)C.